Dataset: Experimentally validated miRNA-target interactions with 360,000+ pairs, plus equal number of negative samples. Task: Binary Classification. Given a miRNA mature sequence and a target amino acid sequence, predict their likelihood of interaction. (1) The miRNA is hsa-miR-6088 with sequence AGAGAUGAAGCGGGGGGGCG. The protein sequence of the target gene is MAQTDKPTCIPPELPKMLKEFAKAAIRAQPQDLIQWGADYFEALSRGETPPVRERSERVALCNWAELTPELLKILHSQVAGRLIIRAEELAQMWKVVNLPTDLFNSVMNVGRFTEEIEWLKFLALACSALGVTITKTLKIVCEVLSCDHNGGLPRIPFSTFQFLYTYIAEVDGEICASHVSRMLNYIEQEVIGPDGLITVNDFTQNPRVWLE. Result: 0 (no interaction). (2) The miRNA is hsa-miR-5701 with sequence UUAUUGUCACGUUCUGAUU. The protein sequence of the target gene is MNNKFDALKDDDSGDHDQNEENSTQKDGEKEKTERDKNQSSSKRKAVVPGPAEHPLQYNYTFWYSRRTPGRPTSSQSYEQNIKQIGTFASVEQFWRFYSHMVRPGDLTGHSDFHLFKEGIKPMWEDDANKNGGKWIIRLRKGLASRCWENLILAMLGEQFMVGEEICGAVVSVRFQEDIISIWNKTASDQATTARIRDTLRRVLNLPPNTIMEYKTHTDSIKMPGRLGPQRLLFQNLWKPRLNVP. Result: 0 (no interaction). (3) The miRNA is hsa-miR-335-5p with sequence UCAAGAGCAAUAACGAAAAAUGU. The protein sequence of the target gene is MYDDSYVPGFEDSEAGSADSYTSRPSLDSDVSLEEDRESARREVESQAQQQLERAKHKPVAFAVRTNVSYCGVLDEECPVQGSGVNFEAKDFLHIKEKYSNDWWIGRLVKEGGDIAFIPSPQRLESIRLKQEQKARRSGNPSSLSDIGNRRSPPPSLAKQKQKQAEHVPPYDVVPSMRPVVLVGPSLKGYEVTDMMQKALFDFLKHRFDGRISITRVTADLSLAKRSVLNNPGKRTIIERSSARSSIAEVQSEIERIFELAKSLQLVVLDADTINHPAQLAKTSLAPIIVFVKVSSPKVL.... Result: 1 (interaction). (4) The miRNA is hsa-miR-1181 with sequence CCGUCGCCGCCACCCGAGCCG. The protein sequence of the target gene is MWPPDPDPDPDPEPAGGSRPGPAVPGLRALLPARAFLCSLKGRLLLAESGLSFITFICYVASSASAFLTAPLLEFLLALYFLFADAMQLNDKWQGLCWPMMDFLRCVTAALIYFAISITAIAKYSDGASKAAGVFGFFATIVFATDFYLIFNDVAKFLKQGDSADETTAHKTEEENSDSDSD. Result: 0 (no interaction). (5) The miRNA is hsa-miR-3677-5p with sequence CAGUGGCCAGAGCCCUGCAGUG. The protein sequence of the target gene is MLACLPGPGDLSFQLLSHTQMNTGLQKWDTTQKMRTAHYPTPAELDAYAKKVANNPLTIKIFPNSVKVPQRKHVRRTVNGLDTSAQRYSPYPTQAATKAGLLAIVKVPAKSILKDFDGTRARLLPEAIMNPPVAPYATVAPSTLAHPQAQALARQQALQHAQTLAHAPPQTLQHPQGIPPPQALSHPQSLQQPQGLGHPQPMAQTQGLVHPQALAHQGLQHPHNPLLHGGRKMPDSDAPPNVTVSTSTIPLSMAATLQHSQPPDLSSIVHQINQFCQTRAGISTTSVCEGQIANPSPISR.... Result: 1 (interaction). (6) The protein sequence of the target gene is MGMLVPTALAARLLSLFQQQLGSLWSGLAILFCWLRIALGWLDPGKEQPQVRGEPEDTQETQEDGNSTQPTTPVSVNYHFTRQCNYKCGFCFHTAKTSFVLPLEEAKRGLLLLKQAGLEKINFSGGEPFLQDRGEYLGKLVRFCKEELALPSVSIVSNGSLIRERWFKDYGEYLDILAISCDSFDEQVNALIGRGQGKKNHVENLQKLRRWCRDYKVAFKINSVINRFNVDEDMNEHIKALSPVRWKVFQCLLIEGENSGEDALREAERFLISNEEFETFLERHKEVSCLVPESNQKMKD.... The miRNA is hsa-miR-758-3p with sequence UUUGUGACCUGGUCCACUAACC. Result: 0 (no interaction). (7) The miRNA is hsa-miR-3617-5p with sequence AAAGACAUAGUUGCAAGAUGGG. The protein sequence of the target gene is MPEGPELHLASQFVNEACRALVFGGCVEKSSVSRNPEVPFESSAYRISASARGKELRLILSPLPGAQPQQEPLALVFRFGMSGSFQLVPREELPRHAHLRFYTAPPGPRLALCFVDIRRFGRWDLGGKWQPGRGPCVLQEYQQFRENVLRNLADKAFDRPICEALLDQRFFNGIGNYLRAEILYRLKIPPFEKARSVLEALQQHRPSPELTLSQKIRTKLQNPDLLELCHSVPKEVVQLGGKGYGSESGEEDFAAFRAWLRCYGMPGMSSLQDRHGRTIWFQGDPGPLAPKGRKSRKKKS.... Result: 0 (no interaction). (8) The miRNA is hsa-miR-1227-3p with sequence CGUGCCACCCUUUUCCCCAG. The protein sequence of the target gene is MRAGRVRPLRASDMKKDVRILLVGEPRVGKTSLIMSLVSEEFPEEVPPRAEEITIPADVTPERVPTHIVDYSEAEQSDEQLHQEISQANVICIVYAVNNKHSIDKVTSRWIPLINERTDKDSRLPLILVGNKSDLVEYSSMETILPIMNQYTEIETCVECSAKNLKNISELFYYAQKAVLHPTGPLYCPEEKEMKPACIKALTRIFKISDQDNDGTLNDAELNFFQRICFNTPLAPQALEDVKNVVRKHLSDGVADSGLTLRGFLFLHTLFIQRGRHETTWTVLRRFGYDDDLDLTPEYL.... Result: 0 (no interaction). (9) Result: 0 (no interaction). The protein sequence of the target gene is MSGGEVVCSGWLRKSPPEKKLKRYAWKRRWFVLRSGRLTGDPDVLEYYKNDHAKKPIRIIDLNLCQQVDAGLTFNKKEFENSYIFDINTIDRIFYLVADSEEDMNKWVRCICDICGFNPTEEDPVKPLTGSSQAPVDSPFAISTAPASSQMEASSVALPPPYQVISLPPHPDTLGLQDDPQDYLLLINCQSKKPEPNRTLFDSAKPTFSETDCNDNVPSHQTPASSQSKHGMNGFFQQQMMYDCPPSRLTSVSGESSLYNLPRSYSHDVLPKESPSSTEADGELYTFNTPSGTAGVETQM.... The miRNA is mmu-miR-497a-5p with sequence CAGCAGCACACUGUGGUUUGUA.